From a dataset of Reaction yield outcomes from USPTO patents with 853,638 reactions. Predict the reaction yield, written as a fraction of the theoretical maximum amount of product (1.0 means a 100% yield; for example, 0.34 means a 34% yield). (1) The reactants are [C:1]([O:5][C:6](=[O:21])[NH:7][CH:8]([C:10]1[CH:15]=[C:14]([Cl:16])[C:13]([CH3:17])=[C:12](Br)[C:11]=1[O:19][CH3:20])[CH3:9])([CH3:4])([CH3:3])[CH3:2].CC1(C)C(C)(C)OB([C:30]2[CH:31]=[CH:32][C:33]([CH:36]=[O:37])=[N:34][CH:35]=2)O1.C(=O)([O-])[O-].[K+].[K+].N#N. The yield is 0.700. The product is [Cl:16][C:14]1[C:13]([CH3:17])=[C:12]([C:30]2[CH:35]=[N:34][C:33]([CH:36]=[O:37])=[CH:32][CH:31]=2)[C:11]([O:19][CH3:20])=[C:10]([CH:8]([NH:7][C:6](=[O:21])[O:5][C:1]([CH3:4])([CH3:3])[CH3:2])[CH3:9])[CH:15]=1. The catalyst is O1CCOCC1.O.C1C=CC([P]([Pd]([P](C2C=CC=CC=2)(C2C=CC=CC=2)C2C=CC=CC=2)([P](C2C=CC=CC=2)(C2C=CC=CC=2)C2C=CC=CC=2)[P](C2C=CC=CC=2)(C2C=CC=CC=2)C2C=CC=CC=2)(C2C=CC=CC=2)C2C=CC=CC=2)=CC=1. (2) The catalyst is O1CCOCC1. The yield is 0.680. The reactants are [CH3:1][CH:2]1[CH2:7][CH:6](O)[CH:5]=[C:4]([C:9]2[CH:14]=[CH:13][N:12]=[CH:11][C:10]=2[N+:15]([O-:17])=[O:16])[CH2:3]1.CC1C=CC(S(O)(=O)=O)=CC=1.CCOC(C)=O. The product is [CH3:1][CH:2]1[CH2:3][C:4]([C:9]2[CH:14]=[CH:13][N:12]=[CH:11][C:10]=2[N+:15]([O-:17])=[O:16])=[CH:5][CH:6]=[CH:7]1.